This data is from Catalyst prediction with 721,799 reactions and 888 catalyst types from USPTO. The task is: Predict which catalyst facilitates the given reaction. (1) Reactant: [Cl:1][C:2]1[C:3]([NH:28][C:29]2[CH:38]=[CH:37][CH:36]=[CH:35][C:30]=2[C:31]([NH:33][CH3:34])=[O:32])=[N:4][C:5]([NH:8][C:9]2[CH:10]=[C:11]3[C:17](=[CH:18][CH:19]=2)[CH:16]2[CH2:20][CH2:21][CH:12]3[CH2:13][N:14](C(=O)C(F)(F)F)[CH2:15]2)=[N:6][CH:7]=1.C(=O)([O-])[O-].[K+].[K+]. Product: [CH:12]12[CH2:21][CH2:20][CH:16]([CH2:15][NH:14][CH2:13]1)[C:17]1[C:11]2=[CH:10][C:9]([NH:8][C:5]2[N:4]=[C:3]([NH:28][C:29]3[CH:38]=[CH:37][CH:36]=[CH:35][C:30]=3[C:31]([NH:33][CH3:34])=[O:32])[C:2]([Cl:1])=[CH:7][N:6]=2)=[CH:19][CH:18]=1. The catalyst class is: 5. (2) Reactant: OO.[Cl:3][C:4]1[CH:5]=[CH:6][C:7]([C:11]([OH:13])=[O:12])=[N:8][C:9]=1[Cl:10].[OH:14]S([O-])=O.[Na+]. Product: [Cl:3][C:4]1[C:9]([Cl:10])=[N+:8]([O-:14])[C:7]([C:11]([OH:13])=[O:12])=[CH:6][CH:5]=1. The catalyst class is: 55. (3) Reactant: C[Si](C)(C)[O-].[K+].C([O:9][C:10](=[O:25])[C:11]([S:14]([CH:17]1[CH2:22][CH2:21][CH:20]([O:23][CH3:24])[CH2:19][CH2:18]1)(=[O:16])=[O:15])([CH3:13])[CH3:12])C. Product: [CH3:24][O:23][CH:20]1[CH2:21][CH2:22][CH:17]([S:14]([C:11]([CH3:13])([CH3:12])[C:10]([OH:25])=[O:9])(=[O:16])=[O:15])[CH2:18][CH2:19]1. The catalyst class is: 1. (4) Reactant: Cl[C:2]1[C:9]([N+:10]([O-:12])=[O:11])=[CH:8][CH:7]=[CH:6][C:3]=1[C:4]#[N:5].[CH2:13]([CH2:15][NH2:16])[OH:14]. Product: [OH:14][CH2:13][CH2:15][NH:16][C:2]1[C:9]([N+:10]([O-:12])=[O:11])=[CH:8][CH:7]=[CH:6][C:3]=1[C:4]#[N:5]. The catalyst class is: 8. (5) Reactant: C1(P(C2CCCCC2)C2C=CC=CC=2C2C(C(C)C)=CC(C(C)C)=CC=2C(C)C)CCCCC1.[O:35]1[CH2:40][CH2:39][N:38]([C:41]2[C:46]([NH2:47])=[CH:45][C:44]([N:48]3[CH2:53][CH2:52][O:51][CH2:50][CH2:49]3)=[CH:43][N:42]=2)[CH2:37][CH2:36]1.Cl[C:55]1[C:64]2[C:59](=[CH:60][C:61]([F:66])=[CH:62][C:63]=2[F:65])[N:58]=[C:57]([C:67]2[CH:72]=[CH:71][N:70]=[C:69]([N:73]3[CH2:77][CH2:76][CH2:75][CH2:74]3)[CH:68]=2)[C:56]=1[CH3:78].CC(C)([O-])C.[Na+]. Product: [O:35]1[CH2:40][CH2:39][N:38]([C:41]2[C:46]([NH:47][C:55]3[C:64]4[C:59](=[CH:60][C:61]([F:66])=[CH:62][C:63]=4[F:65])[N:58]=[C:57]([C:67]4[CH:72]=[CH:71][N:70]=[C:69]([N:73]5[CH2:74][CH2:75][CH2:76][CH2:77]5)[CH:68]=4)[C:56]=3[CH3:78])=[CH:45][C:44]([N:48]3[CH2:49][CH2:50][O:51][CH2:52][CH2:53]3)=[CH:43][N:42]=2)[CH2:37][CH2:36]1. The catalyst class is: 101. (6) Reactant: [Br:1][C:2]1[CH:7]=[CH:6][CH:5]=[C:4]([CH3:8])[C:3]=1[O:9][CH3:10].C1C(=O)N([Br:18])C(=O)C1. Product: [Br:1][C:2]1[CH:7]=[CH:6][CH:5]=[C:4]([CH2:8][Br:18])[C:3]=1[O:9][CH3:10]. The catalyst class is: 53. (7) Reactant: S(Cl)([Cl:4])(=O)=O.[CH3:6][NH:7][C:8]([N:10]1[C:14]([CH3:15])=[CH:13][C:12]([O:16][C:17]2[CH:22]=[CH:21][C:20]([N+:23]([O-:25])=[O:24])=[CH:19][C:18]=2[C:26]([F:29])([F:28])[F:27])=[N:11]1)=[O:9]. Product: [CH3:6][NH:7][C:8]([N:10]1[C:14]([CH3:15])=[C:13]([Cl:4])[C:12]([O:16][C:17]2[CH:22]=[CH:21][C:20]([N+:23]([O-:25])=[O:24])=[CH:19][C:18]=2[C:26]([F:29])([F:28])[F:27])=[N:11]1)=[O:9]. The catalyst class is: 15.